This data is from TCR-epitope binding with 47,182 pairs between 192 epitopes and 23,139 TCRs. The task is: Binary Classification. Given a T-cell receptor sequence (or CDR3 region) and an epitope sequence, predict whether binding occurs between them. (1) The epitope is RAKFKQLL. The TCR CDR3 sequence is CASSVAYYLGENTGELFF. Result: 1 (the TCR binds to the epitope). (2) The epitope is FPRPWLHGL. The TCR CDR3 sequence is CASSLGTEYGYTF. Result: 0 (the TCR does not bind to the epitope). (3) The TCR CDR3 sequence is CASGGTSTDTQYF. Result: 0 (the TCR does not bind to the epitope). The epitope is KLWAQCVQL. (4) The epitope is ELAGIGILTV. The TCR CDR3 sequence is CASSPTSGGYEQYF. Result: 1 (the TCR binds to the epitope). (5) The epitope is AVFDRKSDAK. The TCR CDR3 sequence is CASSLDRGHEQYF. Result: 1 (the TCR binds to the epitope).